Task: Predict the product of the given reaction.. Dataset: Forward reaction prediction with 1.9M reactions from USPTO patents (1976-2016) (1) Given the reactants [C:1]([CH2:5][C:6]([O:8][CH2:9][C:10]1[CH:15]=[CH:14][CH:13]=[CH:12][CH:11]=1)=[O:7])(=O)[CH2:2][CH3:3].[F:16][C:17]1[CH:18]=[C:19]([CH:22]=[CH:23][C:24]=1[F:25])[CH:20]=O.[OH2:26], predict the reaction product. The product is: [F:16][C:17]1[CH:18]=[C:19]([CH:20]=[C:1]([C:2](=[O:26])[CH3:3])[CH2:5][C:6]([O:8][CH2:9][C:10]2[CH:15]=[CH:14][CH:13]=[CH:12][CH:11]=2)=[O:7])[CH:22]=[CH:23][C:24]=1[F:25]. (2) Given the reactants Cl[C:2]1[N:7]2[N:8]=[CH:9][C:10]([C:11]([O:13][CH2:14][CH3:15])=[O:12])=[C:6]2[N:5]=[C:4]([C:16]2[CH:21]=[CH:20][C:19]([CH2:22][CH3:23])=[CH:18][CH:17]=2)[CH:3]=1.[Br-].[CH:25]([Zn+])([CH3:27])[CH3:26], predict the reaction product. The product is: [CH2:22]([C:19]1[CH:20]=[CH:21][C:16]([C:4]2[CH:3]=[C:2]([CH:25]([CH3:27])[CH3:26])[N:7]3[N:8]=[CH:9][C:10]([C:11]([O:13][CH2:14][CH3:15])=[O:12])=[C:6]3[N:5]=2)=[CH:17][CH:18]=1)[CH3:23]. (3) Given the reactants Cl.[F:2][C:3]1[C:8]([F:9])=[CH:7][CH:6]=[CH:5][C:4]=1[C@H:10]1[CH2:16][N:15]2[C:17]([CH3:20])=[N:18][CH:19]=[C:14]2[C@H:13]([NH:21]C(=O)OC(C)(C)C)[CH2:12][CH2:11]1, predict the reaction product. The product is: [F:2][C:3]1[C:8]([F:9])=[CH:7][CH:6]=[CH:5][C:4]=1[C@H:10]1[CH2:16][N:15]2[C:17]([CH3:20])=[N:18][CH:19]=[C:14]2[C@H:13]([NH2:21])[CH2:12][CH2:11]1. (4) Given the reactants [CH2:1]([O:3][C:4]([C:6]1[C:10]([O:11][CH2:12][CH:13]=C)=[C:9]([C:15]2[CH:20]=[CH:19][C:18]([Cl:21])=[CH:17][CH:16]=2)[N:8]([C:22]2[CH:27]=[CH:26][CH:25]=[CH:24][C:23]=2[Cl:28])[N:7]=1)=[O:5])[CH3:2].C[N+]1([O-])CC[O:33]CC1.I([O-])(=O)(=O)=O.[Na+], predict the reaction product. The product is: [CH2:1]([O:3][C:4]([C:6]1[C:10]([O:11][CH2:12][CH:13]=[O:33])=[C:9]([C:15]2[CH:16]=[CH:17][C:18]([Cl:21])=[CH:19][CH:20]=2)[N:8]([C:22]2[CH:27]=[CH:26][CH:25]=[CH:24][C:23]=2[Cl:28])[N:7]=1)=[O:5])[CH3:2].